This data is from Forward reaction prediction with 1.9M reactions from USPTO patents (1976-2016). The task is: Predict the product of the given reaction. (1) Given the reactants CC(C)=CC[O:5][C:6]1[CH:15]=[C:14]([O:16][CH2:17][O:18][CH3:19])[CH:13]=[C:12]2[C:7]=1[C:8](=[O:29])[CH:9]=[C:10]([C:20]1[CH:25]=[CH:24][C:23]([O:26][CH3:27])=[C:22]([Cl:28])[CH:21]=1)[O:11]2.Cl, predict the reaction product. The product is: [Cl:28][C:22]1[CH:21]=[C:20]([C:10]2[O:11][C:12]3[C:7]([C:8](=[O:29])[CH:9]=2)=[C:6]([OH:5])[CH:15]=[C:14]([O:16][CH2:17][O:18][CH3:19])[C:13]=3[CH2:15][CH:6]=[C:7]([CH3:12])[CH3:8])[CH:25]=[CH:24][C:23]=1[O:26][CH3:27]. (2) Given the reactants [F:1][C:2]1[CH:3]=[CH:4][C:5]([C:26]2[C:31]([CH3:32])=[CH:30][C:29]([OH:33])=[CH:28][C:27]=2[CH3:34])=[C:6]2[C:10]=1[C@H:9]([O:11][C:12]1[CH:25]=[CH:24][C:15]3[C@H:16]([CH2:19][C:20]([O:22][CH3:23])=[O:21])[CH2:17][O:18][C:14]=3[CH:13]=1)[CH2:8][CH2:7]2.Br[CH2:36][CH:37]1[CH2:42][CH2:41][O:40][CH2:39][CH2:38]1.C(=O)([O-])[O-].[K+].[K+], predict the reaction product. The product is: [CH3:34][C:27]1[CH:28]=[C:29]([O:33][CH2:36][CH:37]2[CH2:42][CH2:41][O:40][CH2:39][CH2:38]2)[CH:30]=[C:31]([CH3:32])[C:26]=1[C:5]1[CH:4]=[CH:3][C:2]([F:1])=[C:10]2[C:6]=1[CH2:7][CH2:8][C@H:9]2[O:11][C:12]1[CH:25]=[CH:24][C:15]2[C@H:16]([CH2:19][C:20]([O:22][CH3:23])=[O:21])[CH2:17][O:18][C:14]=2[CH:13]=1. (3) Given the reactants [SH:1][C:2]1[C:7]([OH:8])=[CH:6][CH:5]=[CH:4][N:3]=1.C(=O)([O-])[O-].[K+].[K+].[CH2:15](Br)[C:16]1[CH:21]=[CH:20][CH:19]=[CH:18][CH:17]=1, predict the reaction product. The product is: [C:16]1([CH2:15][S:1][C:2]2[C:7]([OH:8])=[CH:6][CH:5]=[CH:4][N:3]=2)[CH:21]=[CH:20][CH:19]=[CH:18][CH:17]=1. (4) Given the reactants [Cl:1][C:2]1[CH:18]=[C:17]([N:19]2[CH2:23][CH2:22][CH2:21][CH2:20]2)[CH:16]=[CH:15][C:3]=1[C:4]([NH:6][C:7]1[CH:12]=[CH:11][CH:10]=[CH:9][C:8]=1[CH:13]=O)=[O:5].C(=O)([O-])[O-].[K+].[K+].[NH2:30][C@@H:31]([CH2:33][OH:34])[CH3:32], predict the reaction product. The product is: [Cl:1][C:2]1[CH:18]=[C:17]([N:19]2[CH2:23][CH2:22][CH2:21][CH2:20]2)[CH:16]=[CH:15][C:3]=1[C:4]([NH:6][C:7]1[CH:12]=[CH:11][CH:10]=[CH:9][C:8]=1[CH:13]=[N:30][C@H:31]([CH3:32])[CH2:33][OH:34])=[O:5]. (5) Given the reactants [C:1]1([NH:7][CH:8]2[C@:17]3([OH:18])[C@H:12]([CH2:13][CH2:14][CH2:15][CH2:16]3)[NH:11][CH2:10][CH2:9]2)[CH:6]=[CH:5][CH:4]=[CH:3][CH:2]=1.C([O-])(O)=O.[Na+].[CH3:24][CH:25]([CH3:30])[CH2:26][C:27](Cl)=[O:28], predict the reaction product. The product is: [OH:18][C@:17]12[CH2:16][CH2:15][CH2:14][CH2:13][C@@H:12]1[N:11]([C:27](=[O:28])[CH2:26][CH:25]([CH3:30])[CH3:24])[CH2:10][CH2:9][CH:8]2[NH:7][C:1]1[CH:2]=[CH:3][CH:4]=[CH:5][CH:6]=1. (6) Given the reactants [Cl:1][C:2]1[CH:7]=[CH:6][C:5]([S:8]([NH:11][CH2:12][C:13]2[CH:18]=[CH:17][C:16]([C:19]#[N:20])=[CH:15][CH:14]=2)(=[O:10])=[O:9])=[CH:4][CH:3]=1.[Cl:21][C:22]1[CH:29]=[CH:28][C:25]([CH2:26]Br)=[CH:24][CH:23]=1, predict the reaction product. The product is: [Cl:1][C:2]1[CH:7]=[CH:6][C:5]([S:8]([N:11]([CH2:26][C:25]2[CH:28]=[CH:29][C:22]([Cl:21])=[CH:23][CH:24]=2)[CH2:12][C:13]2[CH:18]=[CH:17][C:16]([C:19]#[N:20])=[CH:15][CH:14]=2)(=[O:9])=[O:10])=[CH:4][CH:3]=1. (7) Given the reactants Cl.[NH:2]1[CH2:5][CH:4]([C:6]2[CH:27]=[CH:26][C:9]3[C:10]4[N:14]([CH2:15][CH2:16][O:17][C:8]=3[CH:7]=2)[CH:13]=[C:12]([C:18]2[N:19]([CH:23]([CH3:25])[CH3:24])[N:20]=[CH:21][N:22]=2)[N:11]=4)[CH2:3]1.[CH3:28][N:29]([CH3:35])[S:30]([CH:33]=[CH2:34])(=[O:32])=[O:31], predict the reaction product. The product is: [CH:23]([N:19]1[C:18]([C:12]2[N:11]=[C:10]3[C:9]4[CH:26]=[CH:27][C:6]([CH:4]5[CH2:3][N:2]([CH2:34][CH2:33][S:30]([N:29]([CH3:35])[CH3:28])(=[O:32])=[O:31])[CH2:5]5)=[CH:7][C:8]=4[O:17][CH2:16][CH2:15][N:14]3[CH:13]=2)=[N:22][CH:21]=[N:20]1)([CH3:24])[CH3:25]. (8) Given the reactants [F:1][C:2]([F:20])([F:19])[C:3]1[CH:8]=[CH:7][N:6]=[C:5]([NH:9][C:10](=[O:18])OC2C=CC=CC=2)[CH:4]=1.[CH3:21][O:22][NH:23][CH:24]([CH3:30])[CH:25](OC)[O:26]C.Cl.CCOC(C)=O, predict the reaction product. The product is: [OH:26][CH:25]1[CH:24]([CH3:30])[N:23]([O:22][CH3:21])[C:10](=[O:18])[N:9]1[C:5]1[CH:4]=[C:3]([C:2]([F:1])([F:19])[F:20])[CH:8]=[CH:7][N:6]=1. (9) Given the reactants [CH3:1][NH:2][C:3]1[C:8]([NH2:9])=[CH:7][CH:6]=[C:5]([C:10]2[CH:19]=[CH:18][C:17]3[C:12](=[CH:13][CH:14]=[CH:15][CH:16]=3)[CH:11]=2)[N:4]=1.[CH:20]([CH:22]1[CH2:27][CH2:26][N:25]([C:28]([O:30][C:31]([CH3:34])([CH3:33])[CH3:32])=[O:29])[CH2:24][CH2:23]1)=O, predict the reaction product. The product is: [CH3:1][N:2]1[C:3]2=[N:4][C:5]([C:10]3[CH:19]=[CH:18][C:17]4[C:12](=[CH:13][CH:14]=[CH:15][CH:16]=4)[CH:11]=3)=[CH:6][CH:7]=[C:8]2[N:9]=[C:20]1[CH:22]1[CH2:27][CH2:26][N:25]([C:28]([O:30][C:31]([CH3:32])([CH3:34])[CH3:33])=[O:29])[CH2:24][CH2:23]1. (10) The product is: [NH:11]1[C:15]2[CH:16]=[CH:17][CH:18]=[CH:19][C:14]=2[N:13]=[C:12]1[C@H:8]([NH:9][C:10]([NH:32][CH2:31][C:28]1[C:27]([F:33])=[CH:26][C:25]([Br:24])=[CH:30][N:29]=1)=[O:20])[CH2:7][C:6]1[CH:21]=[CH:22][C:3]([O:2][CH3:1])=[CH:4][CH:5]=1. Given the reactants [CH3:1][O:2][C:3]1[CH:22]=[CH:21][C:6]([CH2:7][C@@H:8]2[C:12]3=[N:13][C:14]4[CH:19]=[CH:18][CH:17]=[CH:16][C:15]=4[N:11]3[C:10](=[O:20])[NH:9]2)=[CH:5][CH:4]=1.Cl.[Br:24][C:25]1[CH:26]=[C:27]([F:33])[C:28]([CH2:31][NH2:32])=[N:29][CH:30]=1.C(O)(C(F)(F)F)=O, predict the reaction product.